The task is: Regression. Given two drug SMILES strings and cell line genomic features, predict the synergy score measuring deviation from expected non-interaction effect.. This data is from NCI-60 drug combinations with 297,098 pairs across 59 cell lines. (1) Drug 1: CC(C1=C(C=CC(=C1Cl)F)Cl)OC2=C(N=CC(=C2)C3=CN(N=C3)C4CCNCC4)N. Drug 2: CC12CCC3C(C1CCC2O)C(CC4=C3C=CC(=C4)O)CCCCCCCCCS(=O)CCCC(C(F)(F)F)(F)F. Cell line: PC-3. Synergy scores: CSS=14.7, Synergy_ZIP=-1.34, Synergy_Bliss=3.05, Synergy_Loewe=-0.486, Synergy_HSA=2.63. (2) Drug 1: CC1=C2C(C(=O)C3(C(CC4C(C3C(C(C2(C)C)(CC1OC(=O)C(C(C5=CC=CC=C5)NC(=O)OC(C)(C)C)O)O)OC(=O)C6=CC=CC=C6)(CO4)OC(=O)C)OC)C)OC. Synergy scores: CSS=52.3, Synergy_ZIP=-2.64, Synergy_Bliss=-2.46, Synergy_Loewe=-5.03, Synergy_HSA=0.119. Cell line: A549. Drug 2: CC(C1=C(C=CC(=C1Cl)F)Cl)OC2=C(N=CC(=C2)C3=CN(N=C3)C4CCNCC4)N. (3) Drug 1: C1CN1P(=S)(N2CC2)N3CC3. Drug 2: CC1C(C(CC(O1)OC2CC(OC(C2O)C)OC3=CC4=CC5=C(C(=O)C(C(C5)C(C(=O)C(C(C)O)O)OC)OC6CC(C(C(O6)C)O)OC7CC(C(C(O7)C)O)OC8CC(C(C(O8)C)O)(C)O)C(=C4C(=C3C)O)O)O)O. Cell line: SF-268. Synergy scores: CSS=39.1, Synergy_ZIP=-3.03, Synergy_Bliss=-0.704, Synergy_Loewe=-1.23, Synergy_HSA=0.148. (4) Drug 1: CC1=C(C=C(C=C1)NC2=NC=CC(=N2)N(C)C3=CC4=NN(C(=C4C=C3)C)C)S(=O)(=O)N.Cl. Drug 2: CN1C2=C(C=C(C=C2)N(CCCl)CCCl)N=C1CCCC(=O)O.Cl. Cell line: BT-549. Synergy scores: CSS=5.78, Synergy_ZIP=0.363, Synergy_Bliss=6.58, Synergy_Loewe=0.205, Synergy_HSA=3.92. (5) Drug 1: CCC1=C2CN3C(=CC4=C(C3=O)COC(=O)C4(CC)O)C2=NC5=C1C=C(C=C5)O. Drug 2: C(CC(=O)O)C(=O)CN.Cl. Cell line: RPMI-8226. Synergy scores: CSS=42.1, Synergy_ZIP=0.00772, Synergy_Bliss=-0.414, Synergy_Loewe=-10.3, Synergy_HSA=4.75. (6) Cell line: BT-549. Synergy scores: CSS=18.7, Synergy_ZIP=-11.5, Synergy_Bliss=-0.506, Synergy_Loewe=-7.09, Synergy_HSA=0.278. Drug 1: C1=NC2=C(N1)C(=S)N=CN2. Drug 2: CCN(CC)CCCC(C)NC1=C2C=C(C=CC2=NC3=C1C=CC(=C3)Cl)OC.